From a dataset of Catalyst prediction with 721,799 reactions and 888 catalyst types from USPTO. Predict which catalyst facilitates the given reaction. (1) Reactant: [F:1][C:2]([C:5]1[CH:10]=[CH:9][C:8]([C:11]2[CH:15]=[C:14]([NH2:16])[S:13][N:12]=2)=[CH:7][CH:6]=1)([F:4])[CH3:3].[CH3:17][C@@H:18]1[CH2:20][C@H:19]1[C:21](OCC1C=CC=CC=1)=[O:22].CC(C)([O-])C.[K+]. Product: [F:1][C:2]([C:5]1[CH:10]=[CH:9][C:8]([C:11]2[CH:15]=[C:14]([NH:16][C:21]([C@@H:19]3[CH2:20][C@H:18]3[CH3:17])=[O:22])[S:13][N:12]=2)=[CH:7][CH:6]=1)([F:4])[CH3:3]. The catalyst class is: 250. (2) Reactant: [OH:1][C@@H:2]1[CH2:10][C:9]2[C:4](=[CH:5][CH:6]=[CH:7][CH:8]=2)[C@H:3]1[O:11][C:12]1[C:13]2[N:14]([C:21]([CH3:25])=[C:22]([CH3:24])[N:23]=2)[CH:15]=[C:16]([C:18](O)=[O:19])[CH:17]=1.F[B-](F)(F)F.N1(O[C:41](N(C)C)=[N+:42](C)[CH3:43])C2C=CC=CC=2N=N1.CNC.C(=O)([O-])O.[Na+]. Product: [OH:1][C@@H:2]1[CH2:10][C:9]2[C:4](=[CH:5][CH:6]=[CH:7][CH:8]=2)[C@H:3]1[O:11][C:12]1[C:13]2[N:14]([C:21]([CH3:25])=[C:22]([CH3:24])[N:23]=2)[CH:15]=[C:16]([C:18]([N:42]([CH3:43])[CH3:41])=[O:19])[CH:17]=1. The catalyst class is: 4. (3) Reactant: FC(F)(F)S([C:6]1[C:7](=[O:27])[N:8]([CH3:26])[C:9]([C:20]2[CH:25]=[CH:24][N:23]=[CH:22][CH:21]=2)=[C:10]([C:12]2[CH:17]=[CH:16][C:15]([O:18][CH3:19])=[CH:14][CH:13]=2)[CH:11]=1)(=O)=O.[C:30]1(B(O)O)[CH:35]=[CH:34][CH:33]=[CH:32][CH:31]=1.C(=O)([O-])[O-].[Na+].[Na+]. Product: [CH3:19][O:18][C:15]1[CH:16]=[CH:17][C:12]([C:10]2[CH:11]=[C:6]([C:30]3[CH:35]=[CH:34][CH:33]=[CH:32][CH:31]=3)[C:7](=[O:27])[N:8]([CH3:26])[C:9]=2[C:20]2[CH:25]=[CH:24][N:23]=[CH:22][CH:21]=2)=[CH:13][CH:14]=1. The catalyst class is: 216. (4) Product: [CH2:18]([N:4]1[CH:5]([C:7]([O:9][C:10]([CH3:11])([CH3:13])[CH3:12])=[O:8])[CH2:6][N:2]([CH3:1])[C:3]1=[O:14])[CH3:19]. The catalyst class is: 9. Reactant: [CH3:1][N:2]1[CH2:6][CH:5]([C:7]([O:9][C:10]([CH3:13])([CH3:12])[CH3:11])=[O:8])[NH:4][C:3]1=[O:14].O=C1N(C(OCC2C=CC=CC=2)=O)[C@H:19](C(O)=O)[CH2:18]N1.ICC.[H-].[Na+]. (5) Reactant: [Cl:1][C:2]1[CH:7]=[C:6]([CH3:8])[C:5]([N+:9]([O-:11])=[O:10])=[CH:4][C:3]=1[N+:12]([O-:14])=[O:13].C[C:16]([N:18]([CH3:20])[CH3:19])=O.O. Product: [Cl:1][C:2]1[C:3]([N+:12]([O-:14])=[O:13])=[CH:4][C:5]([N+:9]([O-:11])=[O:10])=[C:6](/[CH:8]=[CH:16]/[N:18]([CH3:20])[CH3:19])[CH:7]=1. The catalyst class is: 3.